This data is from NCI-60 drug combinations with 297,098 pairs across 59 cell lines. The task is: Regression. Given two drug SMILES strings and cell line genomic features, predict the synergy score measuring deviation from expected non-interaction effect. (1) Synergy scores: CSS=37.5, Synergy_ZIP=1.33, Synergy_Bliss=1.04, Synergy_Loewe=-9.33, Synergy_HSA=0.820. Drug 1: C1=CC(=CC=C1C#N)C(C2=CC=C(C=C2)C#N)N3C=NC=N3. Cell line: SR. Drug 2: CN(CCCl)CCCl.Cl. (2) Cell line: HT29. Drug 2: CC(C)CN1C=NC2=C1C3=CC=CC=C3N=C2N. Synergy scores: CSS=53.3, Synergy_ZIP=3.39, Synergy_Bliss=-3.34, Synergy_Loewe=-0.948, Synergy_HSA=-3.13. Drug 1: CCN(CC)CCCC(C)NC1=C2C=C(C=CC2=NC3=C1C=CC(=C3)Cl)OC. (3) Drug 1: CC1C(C(=O)NC(C(=O)N2CCCC2C(=O)N(CC(=O)N(C(C(=O)O1)C(C)C)C)C)C(C)C)NC(=O)C3=C4C(=C(C=C3)C)OC5=C(C(=O)C(=C(C5=N4)C(=O)NC6C(OC(=O)C(N(C(=O)CN(C(=O)C7CCCN7C(=O)C(NC6=O)C(C)C)C)C)C(C)C)C)N)C. Drug 2: CN(CCCl)CCCl.Cl. Cell line: HCT116. Synergy scores: CSS=54.1, Synergy_ZIP=-3.56, Synergy_Bliss=-6.65, Synergy_Loewe=-29.5, Synergy_HSA=-5.94. (4) Drug 1: C1=CC(=C2C(=C1NCCNCCO)C(=O)C3=C(C=CC(=C3C2=O)O)O)NCCNCCO. Drug 2: CC1C(C(CC(O1)OC2CC(CC3=C2C(=C4C(=C3O)C(=O)C5=CC=CC=C5C4=O)O)(C(=O)C)O)N)O. Cell line: MALME-3M. Synergy scores: CSS=46.1, Synergy_ZIP=-4.81, Synergy_Bliss=-0.471, Synergy_Loewe=-0.658, Synergy_HSA=0.990.